Regression. Given a peptide amino acid sequence and an MHC pseudo amino acid sequence, predict their binding affinity value. This is MHC class II binding data. From a dataset of Peptide-MHC class II binding affinity with 134,281 pairs from IEDB. (1) The peptide sequence is PQHMLMRVAVGIHQW. The MHC is DRB3_0101 with pseudo-sequence DRB3_0101. The binding affinity (normalized) is 0.0163. (2) The peptide sequence is SLFIGLKGDIRESTV. The MHC is H-2-IAb with pseudo-sequence H-2-IAb. The binding affinity (normalized) is 0.0690. (3) The peptide sequence is ISDFRAAIANYHYDA. The MHC is HLA-DPA10103-DPB10401 with pseudo-sequence HLA-DPA10103-DPB10401. The binding affinity (normalized) is 0.361. (4) The peptide sequence is NLLQERLKKLKSEHG. The MHC is DRB3_0101 with pseudo-sequence DRB3_0101. The binding affinity (normalized) is 0. (5) The peptide sequence is YDKFHANVSTVLTGK. The MHC is DRB1_0405 with pseudo-sequence DRB1_0405. The binding affinity (normalized) is 0.188. (6) The peptide sequence is EKKYFAATQFEPLAE. The MHC is DRB1_1602 with pseudo-sequence DRB1_1602. The binding affinity (normalized) is 0.505. (7) The peptide sequence is NSLLTSPLSINTRMT. The MHC is DRB1_1201 with pseudo-sequence DRB1_1201. The binding affinity (normalized) is 0.386.